This data is from Catalyst prediction with 721,799 reactions and 888 catalyst types from USPTO. The task is: Predict which catalyst facilitates the given reaction. (1) Reactant: [CH3:1][S:2](Cl)(=[O:4])=[O:3].[Br:6][C:7]1[CH:8]=[C:9]([NH2:14])[C:10]([CH3:13])=[N:11][CH:12]=1.Cl.C(Cl)Cl. Product: [Br:6][C:7]1[CH:8]=[C:9]([NH:14][S:2]([CH3:1])(=[O:4])=[O:3])[C:10]([CH3:13])=[N:11][CH:12]=1. The catalyst class is: 17. (2) Reactant: CO[CH:3]([O:10]C)[C:4]1[S:5][CH:6]=[C:7](Br)[CH:8]=1.[Cu](C#N)[C:13]#[N:14].C(OCC)(=O)C. Product: [C:13]([C:7]1[CH:8]=[C:4]([CH:3]=[O:10])[S:5][CH:6]=1)#[N:14]. The catalyst class is: 640. (3) Reactant: Cl.[NH2:2][C@@H:3]([CH2:25][CH:26]1[CH2:30][CH2:29][CH2:28][CH2:27]1)[C:4]([NH:6][C@H:7]1[CH2:13][CH2:12][C@@H:11]([CH3:14])[N:10]([S:15]([C:18]2[CH:23]=[CH:22][CH:21]=[CH:20][N:19]=2)(=[O:17])=[O:16])[CH2:9][C@@H:8]1[OH:24])=[O:5].[CH3:31][N:32]1[CH2:37][CH2:36][N:35]([C:38](Cl)=[O:39])[CH2:34][CH2:33]1.N1C=CC=CC=1.CC(OI1(OC(C)=O)(OC(C)=O)OC(=O)C2C=CC=CC1=2)=O. Product: [CH:26]1([CH2:25][C@H:3]([NH:2][C:38]([N:35]2[CH2:36][CH2:37][N:32]([CH3:31])[CH2:33][CH2:34]2)=[O:39])[C:4](=[O:5])[NH:6][C@H:7]2[CH2:13][CH2:12][C@@H:11]([CH3:14])[N:10]([S:15]([C:18]3[CH:23]=[CH:22][CH:21]=[CH:20][N:19]=3)(=[O:16])=[O:17])[CH2:9][C:8]2=[O:24])[CH2:27][CH2:28][CH2:29][CH2:30]1. The catalyst class is: 4. (4) Reactant: [N+:1]([C:4]1[CH:17]=[C:7]2[CH2:8][N:9]([CH2:12][C:13]([F:16])([F:15])[F:14])[CH2:10][CH2:11][N:6]2[N:5]=1)([O-])=O.[H][H]. Product: [F:16][C:13]([F:14])([F:15])[CH2:12][N:9]1[CH2:10][CH2:11][N:6]2[N:5]=[C:4]([NH2:1])[CH:17]=[C:7]2[CH2:8]1. The catalyst class is: 29. (5) Reactant: [Cl:1][C:2]1[N:7]=[N:6][C:5]([CH:8]=[O:9])=[CH:4][CH:3]=1.[BH4-].[Na+]. Product: [Cl:1][C:2]1[N:7]=[N:6][C:5]([CH2:8][OH:9])=[CH:4][CH:3]=1. The catalyst class is: 5. (6) Reactant: [C:1]([C:4]1[C:5](I)=[N:6][N:7]2[CH2:12][CH2:11][N:10]([C:13]([O:15][C:16]([CH3:19])([CH3:18])[CH3:17])=[O:14])[CH2:9][C:8]=12)(=[O:3])[NH2:2].[Cl:21][C:22]1[CH:23]=[C:24](B(O)O)[CH:25]=[CH:26][CH:27]=1.[O-]P([O-])([O-])=O.[K+].[K+].[K+]. Product: [C:1]([C:4]1[C:5]([C:26]2[CH:25]=[CH:24][CH:23]=[C:22]([Cl:21])[CH:27]=2)=[N:6][N:7]2[CH2:12][CH2:11][N:10]([C:13]([O:15][C:16]([CH3:19])([CH3:18])[CH3:17])=[O:14])[CH2:9][C:8]=12)(=[O:3])[NH2:2]. The catalyst class is: 669.